The task is: Predict the reactants needed to synthesize the given product.. This data is from Full USPTO retrosynthesis dataset with 1.9M reactions from patents (1976-2016). (1) Given the product [Cl:1][C:2]1[S:3][C:4]([C:10]([O:12][CH2:13][CH3:14])=[O:11])=[C:5]([C:7]([Cl:18])=[O:8])[N:6]=1, predict the reactants needed to synthesize it. The reactants are: [Cl:1][C:2]1[S:3][C:4]([C:10]([O:12][CH2:13][CH3:14])=[O:11])=[C:5]([C:7](O)=[O:8])[N:6]=1.C(Cl)(=O)C([Cl:18])=O. (2) Given the product [Cl:1][C:2]1[CH:3]=[CH:4][C:5]([NH:12][C:13]2[CH:14]=[C:15]3[C:19](=[CH:20][CH:21]=2)[N:18]([C:22]2[CH:27]=[CH:26][N:25]=[C:24]([N:38]4[CH2:43][CH2:42][O:41][CH2:40][CH2:39]4)[N:23]=2)[CH:17]=[CH:16]3)=[C:6]([CH:11]=1)[C:7]([O:9][CH3:10])=[O:8], predict the reactants needed to synthesize it. The reactants are: [Cl:1][C:2]1[CH:3]=[CH:4][C:5]([NH:12][C:13]2[CH:14]=[C:15]3[C:19](=[CH:20][CH:21]=2)[N:18]([C:22]2[CH:27]=[CH:26][N:25]=[C:24](S(C)=O)[N:23]=2)[CH:17]=[CH:16]3)=[C:6]([CH:11]=1)[C:7]([O:9][CH3:10])=[O:8].C(N(CC)CC)C.[NH:38]1[CH2:43][CH2:42][O:41][CH2:40][CH2:39]1.